From a dataset of Catalyst prediction with 721,799 reactions and 888 catalyst types from USPTO. Predict which catalyst facilitates the given reaction. (1) Reactant: [N+:1]([C:4]1[CH:13]=[CH:12][C:7]([C:8](=[O:11])[CH2:9]Br)=[CH:6][CH:5]=1)([O-:3])=[O:2].[BH4-].[Na+].C(=O)([O-])[O-].[K+].[K+]. Product: [N+:1]([C:4]1[CH:13]=[CH:12][C:7]([CH:8]2[CH2:9][O:11]2)=[CH:6][CH:5]=1)([O-:3])=[O:2]. The catalyst class is: 430. (2) Reactant: [Cl:1][C:2]1[CH:10]=[CH:9][C:5]([C:6]([NH2:8])=[O:7])=[CH:4][CH:3]=1.C(O[CH:14](OCC)[CH2:15][CH3:16])C.[NH:20]1[C:24]2[CH:25]=[CH:26][CH:27]=[CH:28][C:23]=2[N:22]=[N:21]1.C1(C)C=CC(S(O)(=O)=O)=CC=1. Product: [N:20]1([CH:14]([NH:8][C:6](=[O:7])[C:5]2[CH:9]=[CH:10][C:2]([Cl:1])=[CH:3][CH:4]=2)[CH2:15][CH3:16])[C:24]2[CH:25]=[CH:26][CH:27]=[CH:28][C:23]=2[N:22]=[N:21]1. The catalyst class is: 11. (3) Reactant: [CH2:1]([O:4][C:5]1[C:10]([N+:11]([O-])=O)=[CH:9][C:8]([Br:14])=[CH:7][C:6]=1[F:15])[CH:2]=[CH2:3].O.O.[Sn](Cl)(Cl)(Cl)Cl.C(N(CC)CC)C. Product: [CH2:1]([O:4][C:5]1[C:6]([F:15])=[CH:7][C:8]([Br:14])=[CH:9][C:10]=1[NH2:11])[CH:2]=[CH2:3]. The catalyst class is: 8. (4) Reactant: [CH3:1][O:2][C:3]1[CH:4]=[CH:5][C:6]([CH2:21][CH:22]2[S:26][C:25](=[O:27])[NH:24][C:23]2=[O:28])=[C:7]2[C:12]=1[N:11]([CH2:13][CH:14]1[CH2:19][CH2:18][NH:17][CH2:16][CH2:15]1)[C:10](=[O:20])[CH2:9][CH2:8]2.CN(C=O)C.[CH3:34][C:35]1[CH:42]=[CH:41][CH:40]=[CH:39][C:36]=1[CH:37]=O.C(N(C(C)C)CC)(C)C. Product: [CH3:1][O:2][C:3]1[CH:4]=[CH:5][C:6]([CH2:21][CH:22]2[S:26][C:25](=[O:27])[NH:24][C:23]2=[O:28])=[C:7]2[C:12]=1[N:11]([CH2:13][CH:14]1[CH2:15][CH2:16][N:17]([CH2:34][C:35]3[CH:42]=[CH:41][CH:40]=[CH:39][C:36]=3[CH3:37])[CH2:18][CH2:19]1)[C:10](=[O:20])[CH2:9][CH2:8]2. The catalyst class is: 15. (5) Reactant: [Br:1][C:2]1[CH:3]=[C:4]([N+:17]([O-:19])=[O:18])[C:5]([CH:8](C(OC)=O)[C:9]([O:11][CH3:12])=[O:10])=[N:6][CH:7]=1.[Cl-].[Li+]. Product: [Br:1][C:2]1[CH:3]=[C:4]([N+:17]([O-:19])=[O:18])[C:5]([CH2:8][C:9]([O:11][CH3:12])=[O:10])=[N:6][CH:7]=1. The catalyst class is: 6.